From a dataset of Peptide-MHC class I binding affinity with 185,985 pairs from IEDB/IMGT. Regression. Given a peptide amino acid sequence and an MHC pseudo amino acid sequence, predict their binding affinity value. This is MHC class I binding data. (1) The binding affinity (normalized) is 0.0847. The peptide sequence is RTFSILNRK. The MHC is HLA-B57:01 with pseudo-sequence HLA-B57:01. (2) The peptide sequence is KQVALTMDI. The MHC is HLA-B48:01 with pseudo-sequence HLA-B48:01. The binding affinity (normalized) is 0.416. (3) The peptide sequence is MADQAMTQMY. The MHC is HLA-A24:02 with pseudo-sequence HLA-A24:02. The binding affinity (normalized) is 0. (4) The peptide sequence is FLPSDFFPSV. The MHC is HLA-A02:01 with pseudo-sequence HLA-A02:01. The binding affinity (normalized) is 0.987. (5) The peptide sequence is AVVYRGTTTY. The MHC is HLA-A33:01 with pseudo-sequence HLA-A33:01. The binding affinity (normalized) is 0.0880. (6) The peptide sequence is RRELSKEKL. The MHC is HLA-B57:01 with pseudo-sequence HLA-B57:01. The binding affinity (normalized) is 0.0847. (7) The peptide sequence is KLNHHKPPT. The MHC is HLA-B07:02 with pseudo-sequence HLA-B07:02. The binding affinity (normalized) is 0.0847. (8) The binding affinity (normalized) is 0.468. The MHC is HLA-A02:01 with pseudo-sequence HLA-A02:01. The peptide sequence is MSDIFHALV.